This data is from Full USPTO retrosynthesis dataset with 1.9M reactions from patents (1976-2016). The task is: Predict the reactants needed to synthesize the given product. (1) Given the product [C:16]1([NH:15][CH:2]2[CH2:7][CH2:6][N:5]([C:8]([O:10][C:11]([CH3:14])([CH3:13])[CH3:12])=[O:9])[CH2:4][CH2:3]2)[CH:21]=[CH:20][CH:19]=[CH:18][CH:17]=1, predict the reactants needed to synthesize it. The reactants are: O=[C:2]1[CH2:7][CH2:6][N:5]([C:8]([O:10][C:11]([CH3:14])([CH3:13])[CH3:12])=[O:9])[CH2:4][CH2:3]1.[NH2:15][C:16]1[CH:21]=[CH:20][CH:19]=[CH:18][CH:17]=1.CC(O)=O. (2) Given the product [Br:7][C:8]1[C:18]([O:19][CH2:27][C:28]([NH2:30])=[O:29])=[C:17]([Br:20])[CH:16]=[CH:15][C:9]=1[C:10]([O:12][CH2:13][CH3:14])=[O:11], predict the reactants needed to synthesize it. The reactants are: C([O-])([O-])=O.[K+].[K+].[Br:7][C:8]1[C:18]([OH:19])=[C:17]([Br:20])[CH:16]=[CH:15][C:9]=1[C:10]([O:12][CH2:13][CH3:14])=[O:11].CN(C=O)C.Cl[CH2:27][C:28]([NH2:30])=[O:29]. (3) The reactants are: C([O:5][C:6]([C:8]1[O:9][C:10]2[CH:17]=[CH:16][CH:15]=[C:14]([O:18][CH3:19])[C:11]=2[C:12]=1[CH3:13])=[O:7])(C)(C)C.[C:20](Cl)(=[O:22])[CH3:21]. Given the product [C:20]([C:15]1[CH:16]=[CH:17][C:10]2[O:9][C:8]([C:6]([OH:5])=[O:7])=[C:12]([CH3:13])[C:11]=2[C:14]=1[O:18][CH3:19])(=[O:22])[CH3:21], predict the reactants needed to synthesize it. (4) Given the product [C:21]([O-:29])(=[O:28])[C:22]1[CH:27]=[CH:26][CH:25]=[CH:24][CH:23]=1.[OH:5][CH2:4][CH2:3][N+:2]([CH3:6])([CH3:1])[CH2:19][O:18][CH2:7][CH2:8][CH2:9][CH2:10][CH2:11][CH2:12][CH2:13][CH2:14][CH2:15][CH2:16][CH3:17], predict the reactants needed to synthesize it. The reactants are: [CH3:1][N:2]([CH3:6])[CH2:3][CH2:4][OH:5].[CH2:7]([O:18][CH2:19]Cl)[CH2:8][CH2:9][CH2:10][CH2:11][CH2:12][CH2:13][CH2:14][CH2:15][CH2:16][CH3:17].[C:21]([O-:29])(=[O:28])[C:22]1[CH:27]=[CH:26][CH:25]=[CH:24][CH:23]=1.[Na+]. (5) Given the product [CH3:1][N:2]([CH2:29][C:30]1[CH:31]=[CH:32][C:33]([C:34]([OH:36])=[O:35])=[CH:38][CH:39]=1)[CH2:3][C:4]1([CH2:9][N:10]([CH3:28])[CH2:11][C:12](=[O:27])[NH:13][C:14]2[CH:19]=[CH:18][C:17]([O:20][C:21]3[CH:22]=[CH:23][CH:24]=[CH:25][CH:26]=3)=[CH:16][CH:15]=2)[CH2:8][CH2:7][CH2:6][CH2:5]1, predict the reactants needed to synthesize it. The reactants are: [CH3:1][N:2]([CH2:29][C:30]1[CH:39]=[CH:38][C:33]([C:34]([O:36]C)=[O:35])=[CH:32][CH:31]=1)[CH2:3][C:4]1([CH2:9][N:10]([CH3:28])[CH2:11][C:12](=[O:27])[NH:13][C:14]2[CH:19]=[CH:18][C:17]([O:20][C:21]3[CH:26]=[CH:25][CH:24]=[CH:23][CH:22]=3)=[CH:16][CH:15]=2)[CH2:8][CH2:7][CH2:6][CH2:5]1.[OH-].[Na+]. (6) Given the product [OH:1][C:2]1[C:3]([O:14][CH3:15])=[CH:4][C:5]([N+:11]([O-:13])=[O:12])=[C:6]([CH:10]=1)[C:7]([O:9][CH3:16])=[O:8], predict the reactants needed to synthesize it. The reactants are: [OH:1][C:2]1[C:3]([O:14][CH3:15])=[CH:4][C:5]([N+:11]([O-:13])=[O:12])=[C:6]([CH:10]=1)[C:7]([OH:9])=[O:8].[CH3:16]C1CCCO1.C(Cl)(=O)C(Cl)=O.CO.